Dataset: Reaction yield outcomes from USPTO patents with 853,638 reactions. Task: Predict the reaction yield, written as a fraction of the theoretical maximum amount of product (1.0 means a 100% yield; for example, 0.34 means a 34% yield). (1) The reactants are [NH2:1][C:2]1[CH:20]=[CH:19][C:5]([O:6][C:7]2[C:12]3[NH:13][C:14](=[O:18])[C:15]([CH3:17])=[N:16][C:11]=3[N:10]=[CH:9][CH:8]=2)=[CH:4][C:3]=1[F:21].[F:22][C:23]1[CH:28]=[CH:27][C:26]([C:29]([F:32])([F:31])[F:30])=[CH:25][C:24]=1[N:33]=[C:34]=[O:35]. No catalyst specified. The product is [F:21][C:3]1[CH:4]=[C:5]([O:6][C:7]2[C:12]3[NH:13][C:14](=[O:18])[C:15]([CH3:17])=[N:16][C:11]=3[N:10]=[CH:9][CH:8]=2)[CH:19]=[CH:20][C:2]=1[NH:1][C:34]([NH:33][C:24]1[CH:25]=[C:26]([C:29]([F:30])([F:32])[F:31])[CH:27]=[CH:28][C:23]=1[F:22])=[O:35]. The yield is 0.850. (2) The reactants are [CH:1]([CH:4]1[CH2:8][CH2:7][C:6]([CH3:12])([C:9]([OH:11])=O)[CH2:5]1)([CH3:3])[CH3:2].[F:13][C:14]([F:28])([F:27])[C:15]1[C:16]([N:21]2[CH2:26][CH2:25][NH:24][CH2:23][CH2:22]2)=[N:17][CH:18]=[CH:19][CH:20]=1.F[P-](F)(F)(F)(F)F.N1(O[P+](N(C)C)(N(C)C)N(C)C)C2C=CC=CC=2N=N1. The catalyst is CN(C)C=O. The product is [CH:1]([CH:4]1[CH2:8][CH2:7][C:6]([C:9]([N:24]2[CH2:25][CH2:26][N:21]([C:16]3[C:15]([C:14]([F:28])([F:13])[F:27])=[CH:20][CH:19]=[CH:18][N:17]=3)[CH2:22][CH2:23]2)=[O:11])([CH3:12])[CH2:5]1)([CH3:2])[CH3:3]. The yield is 0.420.